From a dataset of Full USPTO retrosynthesis dataset with 1.9M reactions from patents (1976-2016). Predict the reactants needed to synthesize the given product. (1) The reactants are: [OH:1][CH2:2][C@@H:3]1[O:7][C:6](=[O:8])[N:5]([C:9]2[CH:18]=[C:17]3[C:12]([CH:13]=[C:14]([C:20]4[CH:25]=[CH:24][CH:23]=[CH:22][C:21]=4[C:26]([F:29])([F:28])[F:27])[NH:15][C:16]3=[O:19])=[CH:11][CH:10]=2)[CH2:4]1.C(N(CC)C(C)C)(C)C.C(Cl)(Cl)(Cl)Cl.[P:44]([O-:61])([O:53][CH2:54][C:55]1[CH:60]=[CH:59][CH:58]=[CH:57][CH:56]=1)[O:45][CH2:46][C:47]1[CH:52]=[CH:51][CH:50]=[CH:49][CH:48]=1. Given the product [O:8]=[C:6]1[N:5]([C:9]2[CH:18]=[C:17]3[C:12]([CH:13]=[C:14]([C:20]4[CH:25]=[CH:24][CH:23]=[CH:22][C:21]=4[C:26]([F:28])([F:27])[F:29])[NH:15][C:16]3=[O:19])=[CH:11][CH:10]=2)[CH2:4][C@H:3]([CH2:2][O:1][P:44]([O:45][CH2:46][C:47]2[CH:52]=[CH:51][CH:50]=[CH:49][CH:48]=2)([O:53][CH2:54][C:55]2[CH:60]=[CH:59][CH:58]=[CH:57][CH:56]=2)=[O:61])[O:7]1, predict the reactants needed to synthesize it. (2) Given the product [OH:1][C:2]1[CH:10]=[CH:9][C:5]([C:6]([OH:8])=[O:7])=[CH:4][CH:3]=1.[O-:17][C:11]1[CH:16]=[CH:15][CH:14]=[CH:13][CH:12]=1.[K+:19], predict the reactants needed to synthesize it. The reactants are: [OH:1][C:2]1[CH:10]=[CH:9][C:5]([C:6]([OH:8])=[O:7])=[CH:4][CH:3]=1.[C:11]1([OH:17])[CH:16]=[CH:15][CH:14]=[CH:13][CH:12]=1.[OH-].[K+:19]. (3) Given the product [C:2]1([NH:1][C:8]2([C:18]#[N:19])[CH2:12][CH2:11][CH2:10][CH2:9]2)[CH:7]=[CH:6][CH:5]=[CH:4][CH:3]=1, predict the reactants needed to synthesize it. The reactants are: [NH2:1][C:2]1[CH:7]=[CH:6][CH:5]=[CH:4][CH:3]=1.[C:8]1(=O)[CH2:12][CH2:11][CH2:10][CH2:9]1.C[Si]([C:18]#[N:19])(C)C. (4) Given the product [C:1]([O:5][C:6](=[O:23])[CH2:7][C@H:8]1[CH2:9][C@@H:10]([CH2:11][O:12][C:13](=[O:20])[C:14]2[CH:15]=[CH:16][CH:17]=[CH:18][CH:19]=2)[O:21][C:26]([CH3:28])([CH3:27])[O:22]1)([CH3:4])([CH3:2])[CH3:3], predict the reactants needed to synthesize it. The reactants are: [C:1]([O:5][C:6](=[O:23])[CH2:7][CH:8]([OH:22])[CH2:9][C@H:10]([OH:21])[CH2:11][O:12][C:13](=[O:20])[C:14]1[CH:19]=[CH:18][CH:17]=[CH:16][CH:15]=1)([CH3:4])([CH3:3])[CH3:2].CO[C:26](OC)([CH3:28])[CH3:27].C1(C)C=CC(S(O)(=O)=O)=CC=1.CC1C=NC=CC=1. (5) Given the product [NH2:43][C:41]([C@H:36]1[CH2:37][CH2:38][CH2:39][CH2:40][C@H:35]1[NH:34][C:16]([C@@H:9]1[CH2:10][C:11](=[N:13][O:14][CH3:15])[CH2:12][N:8]1[C:6]([C:31]1[CH:30]=[CH:29][C:28]([C:19]2[CH:20]=[CH:21][CH:22]=[CH:23][CH:24]=2)=[CH:33][CH:32]=1)=[O:7])=[O:18])=[O:42], predict the reactants needed to synthesize it. The reactants are: C(O[C:6]([N:8]1[CH2:12][C:11](=[N:13][O:14][CH3:15])[CH2:10][C@H:9]1[C:16]([OH:18])=O)=[O:7])(C)(C)C.[C:19]1([C:28]2[CH:33]=[CH:32][CH:31]=[CH:30][CH:29]=2)[CH:24]=[CH:23][C:22](C(Cl)=O)=[CH:21][CH:20]=1.[NH2:34][C@@H:35]1[CH2:40][CH2:39][CH2:38][CH2:37][C@@H:36]1[C:41]([NH2:43])=[O:42].